From a dataset of Reaction yield outcomes from USPTO patents with 853,638 reactions. Predict the reaction yield, written as a fraction of the theoretical maximum amount of product (1.0 means a 100% yield; for example, 0.34 means a 34% yield). (1) The product is [Br:1][CH2:2][CH2:3][CH2:4][CH2:5][C:6]([O:16][CH:12]([CH:11]=[CH2:10])[CH2:13][CH2:14][CH:15]=[CH2:17])=[O:7]. The yield is 0.480. The reactants are [Br:1][CH2:2][CH2:3][CH2:4][CH2:5][C:6](Cl)=[O:7].C=[CH:10][CH2:11][CH:12]([OH:16])[CH2:13][CH:14]=[CH2:15].[CH2:17](N(CC)CC)C. The catalyst is C(Cl)Cl. (2) The reactants are [F:1][C:2]1[C:7]2[O:8][CH2:9][O:10][C:6]=2[CH:5]=[C:4]([CH:11]=[O:12])[CH:3]=1.[BH4-].[Na+]. The catalyst is CO. The product is [F:1][C:2]1[C:7]2[O:8][CH2:9][O:10][C:6]=2[CH:5]=[C:4]([CH2:11][OH:12])[CH:3]=1. The yield is 0.980. (3) The reactants are Cl[CH2:2][C:3]1[CH:4]=[C:5]2[C:9](=[C:10]([N+:12]([O-:14])=[O:13])[CH:11]=1)[NH:8][C:7]([C:15]1[S:16][CH2:17][C@@H:18]([CH2:20][O:21][C:22](=[O:27])[C:23]([CH3:26])([CH3:25])[CH3:24])[N:19]=1)=[CH:6]2.[CH:28]([N:31](C(C)C)[CH2:32]C)(C)C.CNC.O. The catalyst is CS(C)=O. The product is [CH3:28][N:31]([CH2:2][C:3]1[CH:4]=[C:5]2[C:9](=[C:10]([N+:12]([O-:14])=[O:13])[CH:11]=1)[NH:8][C:7]([C:15]1[S:16][CH2:17][C@@H:18]([CH2:20][O:21][C:22](=[O:27])[C:23]([CH3:26])([CH3:25])[CH3:24])[N:19]=1)=[CH:6]2)[CH3:32]. The yield is 0.710. (4) The reactants are I[C:2]1[CH:7]=[N:6][C:5]([NH2:8])=[C:4]2[O:9][C:10]([C:12]3[C:13]4[S:20][N:19]=[CH:18][C:14]=4[CH:15]=[N:16][CH:17]=3)=[CH:11][C:3]=12.CC1(C)C(C)(C)OB([C:29]2[CH:30]=[N:31][N:32]([CH:34]3[CH2:39][CH2:38][N:37]([C:40](=[O:42])[CH3:41])[CH2:36][CH2:35]3)[CH:33]=2)O1.[C:44](=O)([O-:46])[O-:45].[K+].[K+].O1CCOCC1. The catalyst is C1C=CC([P]([Pd]([P](C2C=CC=CC=2)(C2C=CC=CC=2)C2C=CC=CC=2)([P](C2C=CC=CC=2)(C2C=CC=CC=2)C2C=CC=CC=2)[P](C2C=CC=CC=2)(C2C=CC=CC=2)C2C=CC=CC=2)(C2C=CC=CC=2)C2C=CC=CC=2)=CC=1.O. The product is [CH:44]([OH:46])=[O:45].[CH:44]([OH:46])=[O:45].[NH2:8][C:5]1[N:6]=[CH:7][C:2]([C:29]2[CH:30]=[N:31][N:32]([CH:34]3[CH2:35][CH2:36][N:37]([C:40](=[O:42])[CH3:41])[CH2:38][CH2:39]3)[CH:33]=2)=[C:3]2[CH:11]=[C:10]([C:12]3[C:13]4[S:20][N:19]=[CH:18][C:14]=4[CH:15]=[N:16][CH:17]=3)[O:9][C:4]=12. The yield is 0.380.